This data is from Full USPTO retrosynthesis dataset with 1.9M reactions from patents (1976-2016). The task is: Predict the reactants needed to synthesize the given product. (1) Given the product [F:29][CH:2]([F:1])[O:3][C:4]1[CH:9]=[CH:8][C:7]([NH:10][CH2:17][C:18]2[CH:27]=[C:21]3[C:22](=[O:26])[N:23]([C:35]4[CH:34]=[CH:33][CH:32]=[C:31]([F:30])[CH:36]=4)[CH2:24][CH2:25][N:20]3[N:19]=2)=[C:6]([F:28])[CH:5]=1, predict the reactants needed to synthesize it. The reactants are: [F:1][CH:2]([F:29])[O:3][C:4]1[CH:9]=[CH:8][C:7]([N:10]([CH2:17][C:18]2[CH:27]=[C:21]3[C:22](=[O:26])[NH:23][CH2:24][CH2:25][N:20]3[N:19]=2)C(=O)C(F)(F)F)=[C:6]([F:28])[CH:5]=1.[F:30][C:31]1[CH:32]=[C:33](Br)[CH:34]=[CH:35][CH:36]=1.C(=O)([O-])[O-].[K+].[K+].CNCCNC. (2) Given the product [OH:1][C:2]1[C:3]([C:14]2[O:15][C:16]([CH2:19][CH2:20][C:21](=[O:23])[CH3:22])=[CH:17][CH:18]=2)=[C:4]([CH2:9][C:10]([OH:12])=[O:11])[CH:5]=[C:6]([OH:8])[CH:7]=1, predict the reactants needed to synthesize it. The reactants are: [OH:1][C:2]1[C:3]([C:14]2[O:15][C:16]([CH2:19][CH2:20][C:21](=[O:23])[CH3:22])=[CH:17][CH:18]=2)=[C:4]([CH2:9][C:10]([O:12]C)=[O:11])[CH:5]=[C:6]([OH:8])[CH:7]=1.[OH-].[Na+].Cl. (3) Given the product [O:11]1[C:15]2([CH2:20][CH2:19][CH2:18][CH2:17][CH2:16]2)[O:14][CH2:13][C@@H:12]1[CH:21]=[N:4][OH:1], predict the reactants needed to synthesize it. The reactants are: [OH2:1].Cl.O[NH2:4].C(=O)([O-])[O-].[Na+].[Na+].[O:11]1[C:15]2([CH2:20][CH2:19][CH2:18][CH2:17][CH2:16]2)[O:14][CH2:13][C@@H:12]1[CH:21]=O. (4) Given the product [O:1]1[C:5]2[CH:6]=[CH:7][CH:8]=[CH:9][C:4]=2[CH:3]=[C:2]1[C:10]1[O:11][C:17]2[C:16]([C:14](=[O:15])[C:13]=1[OH:12])=[CH:21][CH:20]=[CH:19][CH:18]=2, predict the reactants needed to synthesize it. The reactants are: [O:1]1[C:5]2[CH:6]=[CH:7][CH:8]=[CH:9][C:4]=2[CH:3]=[C:2]1[CH:10]=[O:11].[OH:12][CH2:13][C:14]([C:16]1[CH:21]=[CH:20][CH:19]=[CH:18][CH:17]=1)=[O:15].[OH-].[Na+].OO.Cl. (5) Given the product [CH2:1]([O:8][CH2:9][CH2:10][C@H:11]([NH:30][C:31](=[O:37])[O:32][C:33]([CH3:36])([CH3:35])[CH3:34])[C:12]1[N:22]([C:23]2[CH:28]=[CH:27][CH:26]=[CH:25][CH:24]=2)[C:21](=[O:29])[C:16]2=[C:17]([Br:20])[CH:18]=[CH:19][N:15]2[N:14]=1)[C:2]1[CH:7]=[CH:6][CH:5]=[CH:4][CH:3]=1, predict the reactants needed to synthesize it. The reactants are: [CH2:1]([O:8][CH2:9][CH2:10][C@H:11]([NH:30][C:31](=[O:37])[O:32][C:33]([CH3:36])([CH3:35])[CH3:34])[C:12]([NH:14][N:15]1[CH:19]=[CH:18][C:17]([Br:20])=[C:16]1[C:21](=[O:29])[NH:22][C:23]1[CH:28]=[CH:27][CH:26]=[CH:25][CH:24]=1)=O)[C:2]1[CH:7]=[CH:6][CH:5]=[CH:4][CH:3]=1.C1(P(C2C=CC=CC=2)C2C=CC=CC=2)C=CC=CC=1.BrBr.C(N(CC)CC)C.C[S-].[Na+]. (6) The reactants are: [F:1][C:2]1[CH:10]=[CH:9][C:8]([CH2:11][C:12]2[C:21]3[C:16](=[CH:17][CH:18]=[CH:19][CH:20]=3)[C:15](=[O:22])[NH:14][N:13]=2)=[CH:7][C:3]=1[C:4](O)=[O:5].F[P-](F)(F)(F)(F)F.N1(OC(N(C)C)=[N+](C)C)C2C=CC=CC=2N=N1.C(N(C(C)C)C(C)C)C.[CH:56]1([O:60][CH:61]2[CH2:66][CH2:65][NH:64][CH2:63][CH2:62]2)[CH2:59][CH2:58][CH2:57]1. Given the product [CH:56]1([O:60][CH:61]2[CH2:66][CH2:65][N:64]([C:4]([C:3]3[CH:7]=[C:8]([CH:9]=[CH:10][C:2]=3[F:1])[CH2:11][C:12]3[C:21]4[C:16](=[CH:17][CH:18]=[CH:19][CH:20]=4)[C:15](=[O:22])[NH:14][N:13]=3)=[O:5])[CH2:63][CH2:62]2)[CH2:59][CH2:58][CH2:57]1, predict the reactants needed to synthesize it.